This data is from Reaction yield outcomes from USPTO patents with 853,638 reactions. The task is: Predict the reaction yield, written as a fraction of the theoretical maximum amount of product (1.0 means a 100% yield; for example, 0.34 means a 34% yield). (1) The reactants are [C:1]([O:8][CH3:9])(=[O:7])/[CH:2]=[CH:3]/[C:4]([OH:6])=[O:5].[CH2:10]([NH:14][C:15](=[O:18])[CH2:16]Cl)[CH2:11][CH2:12][CH3:13]. The catalyst is CN1C(=O)CCC1. The product is [C:4]([O:6][CH2:16][C:15](=[O:18])[NH:14][CH2:10][CH2:11][CH2:12][CH3:13])(=[O:5])/[CH:3]=[CH:2]/[C:1]([O:8][CH3:9])=[O:7]. The yield is 0.210. (2) The reactants are B(F)(F)F.CCOCC.[CH3:10][O:11]/[CH:12]=[CH:13]/[C:14]([O:16][Si](C)(C)C)=[CH2:15].[C:21]1([CH:27]([C:30]2[CH:35]=[CH:34][CH:33]=[CH:32][CH:31]=2)C=O)[CH:26]=[CH:25][CH:24]=[CH:23][CH:22]=1. The catalyst is CCOCC. The product is [CH:27]([CH:10]1[CH2:15][C:14](=[O:16])[CH:13]=[CH:12][O:11]1)([C:21]1[CH:26]=[CH:25][CH:24]=[CH:23][CH:22]=1)[C:30]1[CH:35]=[CH:34][CH:33]=[CH:32][CH:31]=1. The yield is 0.802. (3) The reactants are [F:1][C:2]1[CH:3]=[C:4]([NH2:18])[CH:5]=[CH:6][C:7]=1[O:8][C:9]1[C:10]2[CH:17]=[CH:16][NH:15][C:11]=2[N:12]=[CH:13][N:14]=1.[F:19][C:20]1[CH:25]=[CH:24][C:23]([NH:26][C:27]([C:29]2([C:32](O)=[O:33])[CH2:31][CH2:30]2)=[O:28])=[CH:22][CH:21]=1.CN(C(ON1N=NC2C=CC=NC1=2)=[N+](C)C)C.F[P-](F)(F)(F)(F)F.C(N(CC)CC)C. The catalyst is O.CN(C=O)C. The product is [F:19][C:20]1[CH:21]=[CH:22][C:23]([NH:26][C:27]([C:29]2([C:32]([NH:18][C:4]3[CH:5]=[CH:6][C:7]([O:8][C:9]4[C:10]5[CH:17]=[CH:16][NH:15][C:11]=5[N:12]=[CH:13][N:14]=4)=[C:2]([F:1])[CH:3]=3)=[O:33])[CH2:31][CH2:30]2)=[O:28])=[CH:24][CH:25]=1. The yield is 0.0900. (4) The reactants are [CH2:1]([N:8]([CH2:12][Si](C)(C)C)[CH2:9]OC)[C:2]1[CH:7]=[CH:6][CH:5]=[CH:4][CH:3]=1.[C:17]([O:23][CH2:24][CH3:25])(=[O:22])/[CH:18]=[CH:19]\[CH2:20][CH3:21]. The catalyst is C(Cl)Cl.C(O)(C(F)(F)F)=O. The product is [CH2:1]([N:8]1[CH2:9][C@H:19]([CH2:20][CH3:21])[C@H:18]([C:17]([O:23][CH2:24][CH3:25])=[O:22])[CH2:12]1)[C:2]1[CH:3]=[CH:4][CH:5]=[CH:6][CH:7]=1. The yield is 0.960. (5) The reactants are Cl.[CH3:2][S:3]([C:6]1[CH:11]=[CH:10][CH:9]=[CH:8][C:7]=1[O:12][CH:13]1[CH2:18][CH2:17][NH:16][CH2:15][CH2:14]1)(=[O:5])=[O:4].C(N(C(C)C)CC)(C)C.[Cl:28][C:29]1[CH:34]=[C:33]([Cl:35])[CH:32]=[CH:31][C:30]=1[CH2:36][N:37]=[C:38]=[O:39]. No catalyst specified. The product is [Cl:28][C:29]1[CH:34]=[C:33]([Cl:35])[CH:32]=[CH:31][C:30]=1[CH2:36][NH:37][C:38]([N:16]1[CH2:17][CH2:18][CH:13]([O:12][C:7]2[CH:8]=[CH:9][CH:10]=[CH:11][C:6]=2[S:3]([CH3:2])(=[O:5])=[O:4])[CH2:14][CH2:15]1)=[O:39]. The yield is 0.851.